Dataset: Reaction yield outcomes from USPTO patents with 853,638 reactions. Task: Predict the reaction yield, written as a fraction of the theoretical maximum amount of product (1.0 means a 100% yield; for example, 0.34 means a 34% yield). (1) The reactants are [Br:1][C:2]1[CH:7]=[CH:6][C:5]([C:8]([NH:10][C:11]2[CH:30]=[CH:29][CH:28]=[CH:27][C:12]=2[C:13]([NH:15][CH2:16][C@@H:17]2[CH2:21][CH2:20][N:19]([C:22]([CH:24]3[CH2:26][CH2:25]3)=[O:23])[CH2:18]2)=[O:14])=O)=[CH:4][CH:3]=1.[OH-].[Na+].C(O)CO.Cl. The catalyst is O. The product is [Br:1][C:2]1[CH:7]=[CH:6][C:5]([C:8]2[N:15]([CH2:16][C@@H:17]3[CH2:21][CH2:20][N:19]([C:22]([CH:24]4[CH2:25][CH2:26]4)=[O:23])[CH2:18]3)[C:13](=[O:14])[C:12]3[C:11](=[CH:30][CH:29]=[CH:28][CH:27]=3)[N:10]=2)=[CH:4][CH:3]=1. The yield is 0.321. (2) The reactants are [Br:1][C:2]1[C:3](=[O:10])[N:4]([CH3:9])[CH:5]=[C:6](I)[CH:7]=1.[C:11]([O:14][CH2:15][C:16]1[C:17]([N:25]2[CH2:36][CH2:35][N:34]3[C:27](=[CH:28][C:29]4[CH2:30][C:31]([CH3:38])([CH3:37])[CH2:32][C:33]=43)[C:26]2=[O:39])=[N:18][CH:19]=[CH:20][C:21]=1B(O)O)(=[O:13])[CH3:12].[O-]P([O-])([O-])=O.[K+].[K+].[K+].C([O-])(=O)C.[Na+]. The catalyst is C1C=CC(P(C2C=CC=CC=2)[C-]2C=CC=C2)=CC=1.C1C=CC(P(C2C=CC=CC=2)[C-]2C=CC=C2)=CC=1.Cl[Pd]Cl.[Fe+2].O.C(#N)C. The product is [C:11]([O:14][CH2:15][C:16]1[C:17]([N:25]2[CH2:36][CH2:35][N:34]3[C:27](=[CH:28][C:29]4[CH2:30][C:31]([CH3:38])([CH3:37])[CH2:32][C:33]=43)[C:26]2=[O:39])=[N:18][CH:19]=[CH:20][C:21]=1[C:6]1[CH:7]=[C:2]([Br:1])[C:3](=[O:10])[N:4]([CH3:9])[CH:5]=1)(=[O:13])[CH3:12]. The yield is 0.220. (3) The reactants are COC[O:4][C:5]1[CH:14]=[CH:13][CH:12]=[C:11]2[C:6]=1[CH2:7][CH2:8][C@H:9]([CH3:18])[N:10]2[C:15](=[O:17])[CH3:16].Cl. The catalyst is CO. The product is [OH:4][C:5]1[CH:14]=[CH:13][CH:12]=[C:11]2[C:6]=1[CH2:7][CH2:8][C@H:9]([CH3:18])[N:10]2[C:15](=[O:17])[CH3:16]. The yield is 0.930.